From a dataset of Full USPTO retrosynthesis dataset with 1.9M reactions from patents (1976-2016). Predict the reactants needed to synthesize the given product. (1) Given the product [CH3:25][O:26][C:27]([C@@H:44]1[O:16][C:37](=[O:38])[N:14]([C:12]2[CH:11]=[CH:10][C:5]3[N:6]([CH3:9])[C:7](=[O:8])[C:2]([F:1])([F:15])[O:3][C:4]=3[CH:13]=2)[CH2:45]1)=[O:31], predict the reactants needed to synthesize it. The reactants are: [F:1][C:2]1([F:15])[C:7](=[O:8])[N:6]([CH3:9])[C:5]2[CH:10]=[CH:11][C:12]([NH2:14])=[CH:13][C:4]=2[O:3]1.[O:16](S(C(F)(F)F)(=O)=O)[Li].[CH3:25][O:26][C:27](=[O:31])[C@@H]1OC1.C1N=CN([C:37](N2C=NC=C2)=[O:38])C=1.[C:44](#N)[CH3:45]. (2) Given the product [CH2:1]([O:4][C:5]1[CH:10]=[C:9]([O:11][CH3:12])[CH:8]=[CH:7][C:6]=1[NH2:13])[CH:2]=[CH2:3], predict the reactants needed to synthesize it. The reactants are: [CH2:1]([O:4][C:5]1[CH:10]=[C:9]([O:11][CH3:12])[CH:8]=[CH:7][C:6]=1[N+:13]([O-])=O)[CH:2]=[CH2:3].C1COCC1.[Cl-].[NH4+].Cl.